Regression. Given a peptide amino acid sequence and an MHC pseudo amino acid sequence, predict their binding affinity value. This is MHC class II binding data. From a dataset of Peptide-MHC class II binding affinity with 134,281 pairs from IEDB. (1) The peptide sequence is ECHQEEDFRVTCKDIQRIPS. The MHC is DRB1_0701 with pseudo-sequence DRB1_0701. The binding affinity (normalized) is 0. (2) The peptide sequence is ALVETSYVKVLH. The MHC is DRB1_1101 with pseudo-sequence DRB1_1101. The binding affinity (normalized) is 0.213. (3) The peptide sequence is DVVPEKYTIGATYAP. The MHC is HLA-DQA10401-DQB10402 with pseudo-sequence HLA-DQA10401-DQB10402. The binding affinity (normalized) is 0.185. (4) The peptide sequence is SSRASDERAAHLPTS. The MHC is HLA-DQA10301-DQB10302 with pseudo-sequence HLA-DQA10301-DQB10302. The binding affinity (normalized) is 0.118. (5) The peptide sequence is VALFAVFLGSAHGIP. The MHC is DRB1_1501 with pseudo-sequence DRB1_1501. The binding affinity (normalized) is 0.688. (6) The peptide sequence is IEENGSMRVFVDVIR. The MHC is HLA-DQA10401-DQB10402 with pseudo-sequence HLA-DQA10401-DQB10402. The binding affinity (normalized) is 0.312. (7) The peptide sequence is LLNAKFFHMNIYECK. The MHC is DRB1_1001 with pseudo-sequence DRB1_1001. The binding affinity (normalized) is 0.575. (8) The peptide sequence is EQYTHQDEIYEQVHSKGLYV. The MHC is DRB1_0301 with pseudo-sequence DRB1_0301. The binding affinity (normalized) is 0.492.